Dataset: Full USPTO retrosynthesis dataset with 1.9M reactions from patents (1976-2016). Task: Predict the reactants needed to synthesize the given product. (1) Given the product [Cl:38][C:32]1[CH:33]=[C:34]([Cl:37])[CH:35]=[CH:36][C:31]=1[CH:13]1[CH:12]([C:39]([NH:41][O:42][CH2:43][C:44]2[CH:49]=[CH:48][CH:47]=[CH:46][N:45]=2)=[O:40])[C:11]2[C:16](=[CH:17][CH:18]=[C:9]([OH:8])[CH:10]=2)[C:15](=[O:19])[N:14]1[CH:20]1[CH2:25][CH2:24][CH2:23][CH2:22][CH:21]1[NH:26][S:27]([CH3:30])(=[O:29])=[O:28], predict the reactants needed to synthesize it. The reactants are: C([O:8][C:9]1[CH:10]=[C:11]2[C:16](=[CH:17][CH:18]=1)[C:15](=[O:19])[N:14]([CH:20]1[CH2:25][CH2:24][CH2:23][CH2:22][CH:21]1[NH:26][S:27]([CH3:30])(=[O:29])=[O:28])[CH:13]([C:31]1[CH:36]=[CH:35][C:34]([Cl:37])=[CH:33][C:32]=1[Cl:38])[CH:12]2[C:39]([NH:41][O:42][CH2:43][C:44]1[CH:49]=[CH:48][CH:47]=[CH:46][N:45]=1)=[O:40])C1C=CC=CC=1.CC1C(C)=C(C)C(C)=C(C)C=1. (2) Given the product [Br:1][C:2]1[C:10]2[C:5](=[CH:6][CH:7]=[CH:8][C:9]=2[N+:11]([O-:13])=[O:12])[N:4]([CH2:21][C:22]2[N:23]=[C:24]([CH3:27])[O:25][CH:26]=2)[N:3]=1, predict the reactants needed to synthesize it. The reactants are: [Br:1][C:2]1[C:10]2[C:5](=[CH:6][CH:7]=[CH:8][C:9]=2[N+:11]([O-:13])=[O:12])[NH:4][N:3]=1.C([O-])([O-])=O.[K+].[K+].Br[CH2:21][C:22]1[N:23]=[C:24]([CH3:27])[O:25][CH:26]=1. (3) Given the product [O:1]=[C:2]1[C:11]2[CH2:10][CH2:9][CH2:8][CH2:7][C:6]=2[C:5]([CH2:12][C:13]2[CH:14]=[C:15]([CH:18]=[CH:19][CH:20]=2)[C:16]([OH:28])=[O:21])=[N:4][NH:3]1, predict the reactants needed to synthesize it. The reactants are: [O:1]=[C:2]1[C:11]2[CH2:10][CH2:9][CH2:8][CH2:7][C:6]=2[C:5]([CH2:12][C:13]2[CH:14]=[C:15]([CH:18]=[CH:19][CH:20]=2)[C:16]#N)=[N:4][NH:3]1.[OH-:21].[Na+].S(=O)(=O)(O)O.[OH2:28]. (4) Given the product [Cl:18][C:4]1[CH:3]=[C:2]([NH:1][C:35]2[C:36]3[N:28]([CH2:27][CH2:26][NH:25][C:24](=[O:23])[CH2:46][S:47]([CH3:50])(=[O:49])=[O:48])[CH:29]=[CH:30][C:31]=3[N:32]=[CH:33][N:34]=2)[CH:17]=[CH:16][C:5]=1[O:6][C:7]1[CH:15]=[CH:14][CH:13]=[C:9]([N:10]([CH3:11])[CH3:12])[CH:8]=1, predict the reactants needed to synthesize it. The reactants are: [NH2:1][C:2]1[CH:17]=[CH:16][C:5]([O:6][C:7]2[CH:8]=[C:9]([CH:13]=[CH:14][CH:15]=2)[N:10]([CH3:12])[CH3:11])=[C:4]([Cl:18])[CH:3]=1.C([O:23][C:24](=O)[NH:25][CH2:26][CH2:27][N:28]1[C:36]2[C:35](Cl)=[N:34][CH:33]=[N:32][C:31]=2[CH:30]=[CH:29]1)(C)(C)C.Cl.C(OCC)(=O)C.[CH3:46][S:47]([CH2:50]C(O)=O)(=[O:49])=[O:48].Cl.C(N=C=NCCCN(C)C)C.ON1C2C=CC=CC=2N=N1. (5) Given the product [Br:1][C:19]1[CH:20]=[C:15]([N+:12]([O-:14])=[O:13])[CH:16]=[CH:17][C:18]=1[CH:21]([CH3:23])[CH3:22], predict the reactants needed to synthesize it. The reactants are: [Br:1]N1C(C)(C)C(=O)N(Br)C1=O.[N+:12]([C:15]1[CH:20]=[CH:19][C:18]([CH:21]([CH3:23])[CH3:22])=[CH:17][CH:16]=1)([O-:14])=[O:13].S(=O)(=O)(O)O.S(=O)(O)[O-].[Na+]. (6) Given the product [CH2:24]([O:31][C:32]([C:34]1[C:43]2[C:38](=[CH:39][CH:40]=[CH:41][CH:42]=2)[N:37]=[C:36]([C:18]2[CH:19]=[CH:20][C:15]([C:12](=[O:14])[CH3:13])=[CH:16][CH:17]=2)[CH:35]=1)=[O:33])[C:25]1[CH:30]=[CH:29][CH:28]=[CH:27][CH:26]=1, predict the reactants needed to synthesize it. The reactants are: C(Cl)Cl.P([O-])([O-])([O-])=O.[K+].[K+].[K+].[C:12]([C:15]1[CH:20]=[CH:19][C:18](B(O)O)=[CH:17][CH:16]=1)(=[O:14])[CH3:13].[CH2:24]([O:31][C:32]([C:34]1[C:43]2[C:38](=[CH:39][CH:40]=[CH:41][CH:42]=2)[N:37]=[C:36](Cl)[CH:35]=1)=[O:33])[C:25]1[CH:30]=[CH:29][CH:28]=[CH:27][CH:26]=1.